From a dataset of Forward reaction prediction with 1.9M reactions from USPTO patents (1976-2016). Predict the product of the given reaction. (1) Given the reactants [C:1]1([N:7]2[C:12](=O)C3SC=C(C4C=CC=CC=4)C=3N=C2)[CH:6]=[CH:5][CH:4]=[CH:3][CH:2]=1.[NH2:23][C:24]1[C:28]([C:29]2[CH:34]=[CH:33][CH:32]=[CH:31][C:30]=2[F:35])=[CH:27][S:26][C:25]=1[C:36]([O:38]C)=O.C(OCC)(OCC)OCC.[F:50]C1C=CC(N)=CC=1, predict the reaction product. The product is: [F:50][C:4]1[CH:5]=[CH:6][C:1]([N:7]2[C:36](=[O:38])[C:25]3[S:26][CH:27]=[C:28]([C:29]4[CH:34]=[CH:33][CH:32]=[CH:31][C:30]=4[F:35])[C:24]=3[N:23]=[CH:12]2)=[CH:2][CH:3]=1. (2) Given the reactants [CH2:1]([O:3][C:4](=[O:21])[CH2:5][CH:6]1[CH2:13][CH:12]2[CH:8]([CH2:9][C:10]3(OCC(C)(C)C[O:14]3)[CH2:11]2)[CH2:7]1)[CH3:2].O.C1(C)C=CC(S(O)(=O)=O)=CC=1.CCOC(C)=O, predict the reaction product. The product is: [CH2:1]([O:3][C:4](=[O:21])[CH2:5][CH:6]1[CH2:13][CH:12]2[CH:8]([CH2:9][C:10](=[O:14])[CH2:11]2)[CH2:7]1)[CH3:2]. (3) Given the reactants [N:1]1([C:7]2[CH:12]=[CH:11][C:10]([N:13]3[CH2:18][CH2:17][CH2:16][CH2:15][C:14]3=[O:19])=[CH:9][CH:8]=2)[CH2:6][CH2:5][NH:4][CH2:3][CH2:2]1.CC1C=CC(S(O[CH2:31][CH2:32][CH2:33][CH2:34][C:35]2[C:43]3[C:38](=[CH:39][CH:40]=[C:41]([C:44]#[N:45])[CH:42]=3)[NH:37][CH:36]=2)(=O)=O)=CC=1.C(=O)([O-])[O-].[K+].[K+].[I-].[K+], predict the reaction product. The product is: [O:19]=[C:14]1[CH2:15][CH2:16][CH2:17][CH2:18][N:13]1[C:10]1[CH:9]=[CH:8][C:7]([N:1]2[CH2:6][CH2:5][N:4]([CH2:31][CH2:32][CH2:33][CH2:34][C:35]3[C:43]4[C:38](=[CH:39][CH:40]=[C:41]([C:44]#[N:45])[CH:42]=4)[NH:37][CH:36]=3)[CH2:3][CH2:2]2)=[CH:12][CH:11]=1. (4) Given the reactants Br[C:2]1[CH:7]=[CH:6][C:5]([C:8]2[N:9]([C:13]([O:15][CH2:16][CH:17]([CH3:19])[CH3:18])=[O:14])[CH:10]=[CH:11][N:12]=2)=[CH:4][CH:3]=1.[CH3:20][C:21]([O:24][C:25]([N:27]1[CH2:33][C:32]2[CH:34]=[C:35](B(O)O)[CH:36]=[CH:37][C:31]=2[O:30][CH2:29][CH2:28]1)=[O:26])([CH3:23])[CH3:22].C(N(C(C)C)CC)(C)C.ClCCl, predict the reaction product. The product is: [CH3:18][CH:17]([CH3:19])[CH2:16][O:15][C:13]([N:9]1[CH:10]=[CH:11][N:12]=[C:8]1[C:5]1[CH:6]=[CH:7][C:2]([C:35]2[CH:36]=[CH:37][C:31]3[O:30][CH2:29][CH2:28][N:27]([C:25]([O:24][C:21]([CH3:22])([CH3:20])[CH3:23])=[O:26])[CH2:33][C:32]=3[CH:34]=2)=[CH:3][CH:4]=1)=[O:14]. (5) Given the reactants Cl.Cl.C(OC1C=CC([CH:17]([N:26]2[CH2:31][CH2:30][CH2:29][C@@H:28]([N:32]([CH3:34])[CH3:33])[CH2:27]2)[CH2:18][C:19]2([OH:25])[CH2:24][CH2:23][CH2:22][CH2:21][CH2:20]2)=CC=1[Cl:35])C1C=CC=CC=1.N[C@@H]1CCCN(CC(C2(O)CCCCC2)[C:45]2[CH:50]=[CH:49][C:48]([O:51][CH2:52][C:53]3[CH:58]=[CH:57][CH:56]=[CH:55][CH:54]=3)=[C:47]([Cl:59])[CH:46]=2)C1, predict the reaction product. The product is: [ClH:35].[ClH:59].[CH2:52]([O:51][C:48]1[CH:49]=[CH:50][C:45]([CH:18]([C:19]2([OH:25])[CH2:24][CH2:23][CH2:22][CH2:21][CH2:20]2)[CH2:17][N:26]2[CH2:31][CH2:30][CH2:29][C@@H:28]([N:32]([CH3:34])[CH3:33])[CH2:27]2)=[CH:46][C:47]=1[Cl:59])[C:53]1[CH:54]=[CH:55][CH:56]=[CH:57][CH:58]=1. (6) Given the reactants C([O:5][C:6](=[O:46])[CH2:7][CH2:8][N:9](C(OC(C)(C)C)=O)[CH2:10][C:11](=[O:38])[N:12]1[C:20]2[C:15](=[CH:16][C:17]([O:21][CH2:22][C:23]3[CH:24]=[N:25][N:26]([C:32]4[CH:37]=[CH:36][CH:35]=[CH:34][CH:33]=4)[C:27]=3[C:28]([F:31])([F:30])[F:29])=[CH:18][CH:19]=2)[CH2:14][CH2:13]1)(C)(C)C, predict the reaction product. The product is: [O:38]=[C:11]([N:12]1[C:20]2[C:15](=[CH:16][C:17]([O:21][CH2:22][C:23]3[CH:24]=[N:25][N:26]([C:32]4[CH:33]=[CH:34][CH:35]=[CH:36][CH:37]=4)[C:27]=3[C:28]([F:31])([F:30])[F:29])=[CH:18][CH:19]=2)[CH2:14][CH2:13]1)[CH2:10][NH:9][CH2:8][CH2:7][C:6]([OH:46])=[O:5].